Predict which catalyst facilitates the given reaction. From a dataset of Catalyst prediction with 721,799 reactions and 888 catalyst types from USPTO. (1) Reactant: [F:1][C:2]1[CH:7]=[CH:6][C:5]([C:8]2[CH:9]=[CH:10][C:11]([N:14]3[CH2:19][CH2:18][CH:17]([CH2:20][CH2:21][N:22]4C(=O)C5C(=CC=CC=5)C4=O)[CH2:16][CH2:15]3)=[N:12][CH:13]=2)=[CH:4][CH:3]=1.O.NN. Product: [F:1][C:2]1[CH:3]=[CH:4][C:5]([C:8]2[CH:9]=[CH:10][C:11]([N:14]3[CH2:15][CH2:16][CH:17]([CH2:20][CH2:21][NH2:22])[CH2:18][CH2:19]3)=[N:12][CH:13]=2)=[CH:6][CH:7]=1. The catalyst class is: 8. (2) Product: [CH2:6]([O:5][C:3](=[O:4])[C:2]([S:12][C:10](=[O:13])[CH3:11])([CH3:9])[CH3:8])[CH3:7]. Reactant: Br[C:2]([CH3:9])([CH3:8])[C:3]([O:5][CH2:6][CH3:7])=[O:4].[C:10]([O-:13])(=[S:12])[CH3:11].[K+]. The catalyst class is: 9. (3) Reactant: [Br:1][C:2]1[CH:3]=[CH:4][CH:5]=[C:6]2[C:15]=1[C:9]1([CH2:14][CH2:13][NH:12][CH2:11][CH2:10]1)[CH2:8][CH:7]2[NH:16][C:17](=[O:25])[O:18][CH2:19][CH2:20][Si:21]([CH3:24])([CH3:23])[CH3:22].[F:26][C:27]([F:40])([F:39])[C:28]1[CH:38]=[CH:37][CH:36]=[CH:35][C:29]=1[CH:30]=[CH:31][C:32](O)=[O:33].CCN(C(C)C)C(C)C.CN(C(ON1N=NC2C=CC=NC1=2)=[N+](C)C)C.F[P-](F)(F)(F)(F)F. Product: [Br:1][C:2]1[CH:3]=[CH:4][CH:5]=[C:6]2[C:15]=1[C:9]1([CH2:14][CH2:13][N:12]([C:32](=[O:33])/[CH:31]=[CH:30]/[C:29]3[CH:35]=[CH:36][CH:37]=[CH:38][C:28]=3[C:27]([F:39])([F:40])[F:26])[CH2:11][CH2:10]1)[CH2:8][CH:7]2[NH:16][C:17](=[O:25])[O:18][CH2:19][CH2:20][Si:21]([CH3:22])([CH3:24])[CH3:23]. The catalyst class is: 2. (4) Reactant: Br[C:2]1[CH:3]=[CH:4][C:5]2[NH:6][C:7]3[C:12]([C:13]=2[CH:14]=1)=[CH:11][C:10](Br)=[CH:9][CH:8]=3.[CH3:16][O:17][C:18]1[CH:23]=[CH:22][C:21](B(O)O)=[CH:20][CH:19]=1.[C:27](=[O:30])([O-])[O-].[K+].[K+]. Product: [CH3:16][O:17][C:18]1[CH:23]=[CH:22][C:21]([C:2]2[CH:3]=[CH:4][C:5]3[NH:6][C:7]4[C:12]([C:13]=3[CH:14]=2)=[CH:11][C:10]([C:2]2[CH:3]=[CH:4][C:5]([O:30][CH3:27])=[CH:13][CH:14]=2)=[CH:9][CH:8]=4)=[CH:20][CH:19]=1. The catalyst class is: 70. (5) Reactant: [C:1]1([C@H:7]2[C@@H:11]([C:12]3[CH:17]=[CH:16][CH:15]=[CH:14][CH:13]=3)[NH:10][C:9](=[S:18])[NH:8]2)[CH:6]=[CH:5][CH:4]=[CH:3][CH:2]=1.[CH3:19][C:20]1[CH:27]=[CH:26][C:23]([CH2:24][Cl:25])=[CH:22][CH:21]=1. Product: [ClH:25].[CH3:19][C:20]1[CH:27]=[CH:26][C:23]([CH2:24][S:18][C:9]2[NH:8][C@H:7]([C:1]3[CH:2]=[CH:3][CH:4]=[CH:5][CH:6]=3)[C@H:11]([C:12]3[CH:13]=[CH:14][CH:15]=[CH:16][CH:17]=3)[N:10]=2)=[CH:22][CH:21]=1. The catalyst class is: 14. (6) Reactant: [F:1][C:2]1[CH:15]=[CH:14][CH:13]=[C:12]([F:16])[C:3]=1[C:4]([NH:6][C:7]1[CH:11]=[CH:10][NH:9][N:8]=1)=[O:5].C[Si]([N-][Si](C)(C)C)(C)C.[Li+].BrC[C:29]1[CH:34]=[CH:33][C:32]([O:35][C:36]2[CH:41]=[CH:40][C:39]([CH2:42]Br)=[C:38]([C:44]([F:47])([F:46])[F:45])[CH:37]=2)=[CH:31][C:30]=1C(F)(F)F. Product: [F:1][C:2]1[CH:15]=[CH:14][CH:13]=[C:12]([F:16])[C:3]=1[C:4]([NH:6][C:7]1[CH:11]=[CH:10][N:9]([CH2:42][C:39]2[CH:40]=[CH:41][C:36]([O:35][C:32]3[CH:33]=[CH:34][CH:29]=[CH:30][CH:31]=3)=[CH:37][C:38]=2[C:44]([F:45])([F:46])[F:47])[N:8]=1)=[O:5]. The catalyst class is: 1.